Dataset: Forward reaction prediction with 1.9M reactions from USPTO patents (1976-2016). Task: Predict the product of the given reaction. (1) Given the reactants C1(P(C2C=CC=CC=2)C2C=CC=CC=2)C=CC=CC=1.N(C(OCC)=O)=NC(OCC)=O.[OH:32][CH2:33][CH2:34][N:35]1[CH2:39][CH2:38][CH2:37][C:36]1=[O:40].[Br:41][C:42]1[CH:43]=[C:44](O)[CH:45]=[N:46][CH:47]=1, predict the reaction product. The product is: [Br:41][C:42]1[CH:43]=[C:44]([O:32][CH2:33][CH2:34][N:35]2[CH2:39][CH2:38][CH2:37][C:36]2=[O:40])[CH:45]=[N:46][CH:47]=1. (2) Given the reactants ClC1C=C(F)C=C[C:3]=1[N:9]1[CH2:14][CH2:13][N:12]([C:15]([C:17]2[CH:22]=[CH:21][CH:20]=[C:19](Cl)[C:18]=2[Cl:24])=[O:16])[CH2:11][C:10]1=[O:25].ClC1C=C([F:36])C=CC=1C(Cl)=O.CN1CCNCC1=O.ClC1C(Cl)=CC=CC=1C(Cl)=O.ClC1C=C(F)C=CC=1N1CCNCC1=O, predict the reaction product. The product is: [Cl:24][C:18]1[CH:19]=[C:20]([F:36])[CH:21]=[CH:22][C:17]=1[C:15]([N:12]1[CH2:13][CH2:14][N:9]([CH3:3])[C:10](=[O:25])[CH2:11]1)=[O:16]. (3) Given the reactants Br[C:2]1[CH:7]=[CH:6][CH:5]=[CH:4][C:3]=1[CH2:8][C:9]([OH:11])=[O:10].[I:12][C:13]1[CH:19]=[CH:18][CH:17]=[CH:16][C:14]=1[NH2:15], predict the reaction product. The product is: [I:12][C:13]1[CH:19]=[CH:18][CH:17]=[CH:16][C:14]=1[NH:15][C:2]1[CH:7]=[CH:6][CH:5]=[CH:4][C:3]=1[CH2:8][C:9]([OH:11])=[O:10]. (4) Given the reactants C[O:2][C:3]([C:5]1[S:28][C:8]2[N:9]=[CH:10][N:11]=[C:12]([NH:13][N:14]3[CH:19]=[CH:18][CH:17]=[N:16][CH:15]3[O:20][C@H:21]3[CH2:26][CH2:25][C@H:24]([OH:27])[CH2:23][CH2:22]3)[C:7]=2[C:6]=1[CH3:29])=[O:4].[OH-].[Li+].C1COCC1.Cl, predict the reaction product. The product is: [OH:27][C@H:24]1[CH2:25][CH2:26][C@H:21]([O:20][CH:15]2[N:14]([NH:13][C:12]3[C:7]4[C:6]([CH3:29])=[C:5]([C:3]([OH:4])=[O:2])[S:28][C:8]=4[N:9]=[CH:10][N:11]=3)[CH:19]=[CH:18][CH:17]=[N:16]2)[CH2:22][CH2:23]1. (5) Given the reactants [CH2:1]([O:3][C:4]1[CH:9]=[C:8]([CH3:10])[N:7]=[C:6]([N:11]2[CH2:16][CH2:15][N:14](C(OC(C)(C)C)=O)[CH2:13][CH2:12]2)[CH:5]=1)[CH3:2].C(Cl)[Cl:25], predict the reaction product. The product is: [ClH:25].[CH2:1]([O:3][C:4]1[CH:9]=[C:8]([CH3:10])[N:7]=[C:6]([N:11]2[CH2:12][CH2:13][NH:14][CH2:15][CH2:16]2)[CH:5]=1)[CH3:2]. (6) Given the reactants [CH2:1]([CH:5]([CH2:11][C:12]1[CH:17]=[CH:16][C:15]([O:18][CH2:19][CH2:20][NH:21][C:22]([C:24]2[CH:29]=[CH:28][C:27]([C:30]3[CH:35]=[CH:34][C:33]([OH:36])=[CH:32][CH:31]=3)=[CH:26][CH:25]=2)=[O:23])=[CH:14][CH:13]=1)[C:6]([O:8]CC)=[O:7])[CH2:2][CH2:3][CH3:4].[OH-].[Na+], predict the reaction product. The product is: [CH2:1]([CH:5]([CH2:11][C:12]1[CH:17]=[CH:16][C:15]([O:18][CH2:19][CH2:20][NH:21][C:22]([C:24]2[CH:25]=[CH:26][C:27]([C:30]3[CH:35]=[CH:34][C:33]([OH:36])=[CH:32][CH:31]=3)=[CH:28][CH:29]=2)=[O:23])=[CH:14][CH:13]=1)[C:6]([OH:8])=[O:7])[CH2:2][CH2:3][CH3:4]. (7) Given the reactants [CH2:1]([P:3]([CH2:10][CH2:11][O:12][CH2:13][CH3:14])(=[O:9])[O:4]CCCC)[CH3:2].Cl, predict the reaction product. The product is: [CH2:1]([P:3]([CH2:10][CH2:11][O:12][CH2:13][CH3:14])(=[O:4])[OH:9])[CH3:2]. (8) Given the reactants [OH:1][C:2]1[CH:3]=[CH:4][C:5]2[O:9][C:8]([C:10](=[O:12])[CH3:11])=[CH:7][C:6]=2[CH:13]=1.[C:14]([Si:18]([CH3:21])([CH3:20])Cl)([CH3:17])([CH3:16])[CH3:15].N1C=CN=C1, predict the reaction product. The product is: [Si:18]([O:1][C:2]1[CH:3]=[CH:4][C:5]2[O:9][C:8]([C:10](=[O:12])[CH3:11])=[CH:7][C:6]=2[CH:13]=1)([C:14]([CH3:17])([CH3:16])[CH3:15])([CH3:21])[CH3:20].